Dataset: Catalyst prediction with 721,799 reactions and 888 catalyst types from USPTO. Task: Predict which catalyst facilitates the given reaction. (1) Reactant: Br[C:2]1[CH:3]=[C:4]([C:20]([O:22][CH3:23])=[O:21])[C:5]2[CH2:6][CH2:7][N:8]([CH:13]([CH2:17][CH2:18][CH3:19])[CH2:14][CH2:15][CH3:16])[C:9](=[O:12])[C:10]=2[CH:11]=1.C(=O)(O)[O-].[Na+]. Product: [C:9]([C:10]1[CH:5]=[C:4]([C:2]2[CH:3]=[C:4]([C:20]([O:22][CH3:23])=[O:21])[C:5]3[CH2:6][CH2:7][N:8]([CH:13]([CH2:17][CH2:18][CH3:19])[CH2:14][CH2:15][CH3:16])[C:9](=[O:12])[C:10]=3[CH:11]=2)[CH:3]=[CH:2][CH:11]=1)#[N:8]. The catalyst class is: 38. (2) Reactant: COC1C=C(OC)C=CC=1C[NH:6][S:7]([CH:10]([C:15]1[CH:20]=[CH:19][CH:18]=[CH:17][CH:16]=1)[C:11]([OH:14])([CH3:13])[CH3:12])(=[O:9])=[O:8].FC(F)(F)C(O)=O.C1(C)C=CC=CC=1. Product: [OH:14][C:11]([CH3:13])([CH3:12])[CH:10]([C:15]1[CH:20]=[CH:19][CH:18]=[CH:17][CH:16]=1)[S:7]([NH2:6])(=[O:8])=[O:9]. The catalyst class is: 4. (3) Reactant: [CH2:1]([O:3][C:4]([N:6]1[CH2:11][CH2:10][N:9]([C:12](=[O:38])[C@@H:13]([NH:23][C:24]([C:26]2[CH:30]=[C:29]([OH:31])[N:28]([C:32]3[CH:37]=[CH:36][CH:35]=[CH:34][CH:33]=3)[N:27]=2)=[O:25])[CH2:14][CH2:15][C:16]([O:18]C(C)(C)C)=[O:17])[CH2:8][CH2:7]1)=[O:5])[CH3:2].Br[CH:40]([CH3:46])[C:41]([O:43]CC)=[O:42].C(=O)([O-])[O-].[Cs+].[Cs+]. Product: [CH2:1]([O:3][C:4]([N:6]1[CH2:11][CH2:10][N:9]([C:12](=[O:38])[C@@H:13]([NH:23][C:24]([C:26]2[CH:30]=[C:29]([O:31][CH:40]([C:41]([OH:43])=[O:42])[CH3:46])[N:28]([C:32]3[CH:33]=[CH:34][CH:35]=[CH:36][CH:37]=3)[N:27]=2)=[O:25])[CH2:14][CH2:15][C:16]([OH:18])=[O:17])[CH2:8][CH2:7]1)=[O:5])[CH3:2]. The catalyst class is: 39. (4) Reactant: [CH2:1]([O:8][C:9]1[N:24]=[CH:23][C:22]([OH:25])=[C:21]([O:26][CH2:27][C:28]2[CH:33]=[CH:32][CH:31]=[CH:30][CH:29]=2)[C:10]=1[C:11]([O:13][CH2:14][C:15]1[CH:20]=[CH:19][CH:18]=[CH:17][CH:16]=1)=[O:12])[C:2]1[CH:7]=[CH:6][CH:5]=[CH:4][CH:3]=1.C1C(=O)N([Br:41])C(=O)C1.O. Product: [CH2:1]([O:8][C:9]1[N:24]=[C:23]([Br:41])[C:22]([OH:25])=[C:21]([O:26][CH2:27][C:28]2[CH:33]=[CH:32][CH:31]=[CH:30][CH:29]=2)[C:10]=1[C:11]([O:13][CH2:14][C:15]1[CH:20]=[CH:19][CH:18]=[CH:17][CH:16]=1)=[O:12])[C:2]1[CH:7]=[CH:6][CH:5]=[CH:4][CH:3]=1. The catalyst class is: 3.